This data is from Reaction yield outcomes from USPTO patents with 853,638 reactions. The task is: Predict the reaction yield, written as a fraction of the theoretical maximum amount of product (1.0 means a 100% yield; for example, 0.34 means a 34% yield). (1) The reactants are [Cl:1][C:2]1[CH:3]=[CH:4][C:5]2[N:9]=[CH:8][N:7]([C:10]3[S:14][C:13]([C:15]([O:17][CH3:18])=[O:16])=[C:12]([OH:19])[CH:11]=3)[C:6]=2[CH:20]=1.Br.Br[CH2:23][C:24]1[CH:25]=[N:26][CH:27]=[CH:28][CH:29]=1.C(=O)([O-])[O-].[K+].[K+]. No catalyst specified. The product is [Cl:1][C:2]1[CH:3]=[CH:4][C:5]2[N:9]=[CH:8][N:7]([C:10]3[S:14][C:13]([C:15]([O:17][CH3:18])=[O:16])=[C:12]([O:19][CH2:23][C:24]4[CH:25]=[N:26][CH:27]=[CH:28][CH:29]=4)[CH:11]=3)[C:6]=2[CH:20]=1. The yield is 0.300. (2) The reactants are Cl[CH:2]([C:14]1[CH:19]=[CH:18][CH:17]=[CH:16][CH:15]=1)[C:3]([C:5]1[C:13]2[C:8](=[CH:9][CH:10]=[CH:11][CH:12]=2)[NH:7][CH:6]=1)=[O:4].[CH3:20][O:21][C:22]1[CH:28]=[CH:27][CH:26]=[CH:25][C:23]=1[NH2:24].CCN(C(C)C)C(C)C. The catalyst is C(#N)C. The product is [NH:7]1[C:8]2[C:13](=[CH:12][CH:11]=[CH:10][CH:9]=2)[C:5]([C:3](=[O:4])[CH:2]([NH:24][C:23]2[CH:25]=[CH:26][CH:27]=[CH:28][C:22]=2[O:21][CH3:20])[C:14]2[CH:19]=[CH:18][CH:17]=[CH:16][CH:15]=2)=[CH:6]1. The yield is 0.0900.